Dataset: Reaction yield outcomes from USPTO patents with 853,638 reactions. Task: Predict the reaction yield, written as a fraction of the theoretical maximum amount of product (1.0 means a 100% yield; for example, 0.34 means a 34% yield). (1) The reactants are Br[C:2]1[CH:3]=[CH:4][CH:5]=[C:6]2[C:11]=1[N:10]=[C:9]([Cl:12])[N:8]=[C:7]2[N:13]1[CH2:18][CH2:17][O:16][CH2:15][CH2:14]1.[OH:19][C:20]1[CH:21]=[C:22](B(O)O)[CH:23]=[CH:24][CH:25]=1.C(=O)([O-])[O-].[Na+].[Na+].CN(C=O)C. The catalyst is Cl[Pd](Cl)([P](C1C=CC=CC=1)(C1C=CC=CC=1)C1C=CC=CC=1)[P](C1C=CC=CC=1)(C1C=CC=CC=1)C1C=CC=CC=1.O. The product is [Cl:12][C:9]1[N:8]=[C:7]([N:13]2[CH2:18][CH2:17][O:16][CH2:15][CH2:14]2)[C:6]2[C:11](=[C:2]([C:24]3[CH:25]=[C:20]([OH:19])[CH:21]=[CH:22][CH:23]=3)[CH:3]=[CH:4][CH:5]=2)[N:10]=1. The yield is 0.460. (2) The reactants are [NH2:1][C:2]1[N:6]([C:7]2[CH:12]=[CH:11][C:10]([C:13]3[CH:18]=[CH:17][C:16]([C:19]4([C:22](OC)=[O:23])[CH2:21][CH2:20]4)=[CH:15][CH:14]=3)=[CH:9][CH:8]=2)[CH:5]=[N:4][N:3]=1.[Li+].C[Si]([N-][Si](C)(C)C)(C)C.N1([C:41]([O:43][C@@H:44]([C:46]2[CH:51]=[CH:50][CH:49]=[CH:48][CH:47]=2)[CH3:45])=[O:42])C=CN=C1.C1C[O:55]CC1. No catalyst specified. The product is [C:46]1([C@H:44]([O:43][C:41]([NH:1][C:2]2[N:6]([C:7]3[CH:8]=[CH:9][C:10]([C:13]4[CH:18]=[CH:17][C:16]([C:19]5([C:22]([OH:23])=[O:55])[CH2:21][CH2:20]5)=[CH:15][CH:14]=4)=[CH:11][CH:12]=3)[CH:5]=[N:4][N:3]=2)=[O:42])[CH3:45])[CH:51]=[CH:50][CH:49]=[CH:48][CH:47]=1. The yield is 0.510. (3) The reactants are C([O:8][CH2:9][CH2:10][CH2:11][N:12]1[CH2:17][CH2:16][NH:15][C@@H:14]([CH3:18])[C:13]1=[O:19])C1C=CC=CC=1. The catalyst is CO.[Pd]. The product is [OH:8][CH2:9][CH2:10][CH2:11][N:12]1[CH2:17][CH2:16][NH:15][C@@H:14]([CH3:18])[C:13]1=[O:19]. The yield is 0.990. (4) The catalyst is [Cu](I)I. The yield is 0.350. The reactants are Br[C:2]1[CH:7]=[CH:6][C:5]([Br:8])=[CH:4][CH:3]=1.[CH:9]1[C:21]2[NH:20][C:19]3[C:14](=[CH:15][CH:16]=[CH:17][CH:18]=3)[C:13]=2[CH:12]=[CH:11][CH:10]=1.C(=O)([O-])[O-].[K+].[K+].C1OCCOCCOCCOCCOCCOC1.CC1N(C(N(C)C)=O)C1. The product is [Br:8][C:5]1[CH:6]=[CH:7][C:2]([N:20]2[C:21]3[CH:9]=[CH:10][CH:11]=[CH:12][C:13]=3[C:14]3[C:19]2=[CH:18][CH:17]=[CH:16][CH:15]=3)=[CH:3][CH:4]=1. (5) The reactants are F[C:2]1[CH:9]=[CH:8][CH:7]=[CH:6][C:3]=1[CH:4]=[O:5].C(=O)([O-])[O-].[K+].[K+].[S-2:16].[CH3:17][Na]. The catalyst is CN(C=O)C. The product is [CH3:17][S:16][C:2]1[CH:9]=[CH:8][CH:7]=[CH:6][C:3]=1[CH:4]=[O:5]. The yield is 0.850.